Dataset: Forward reaction prediction with 1.9M reactions from USPTO patents (1976-2016). Task: Predict the product of the given reaction. (1) Given the reactants [Br:1][C:2]1[CH:7]=[CH:6][C:5]([NH2:8])=[CH:4][C:3]=1[O:9][C:10]([F:13])([F:12])[F:11].C1N=CN([C:19](N2C=NC=C2)=[O:20])C=1.[C:26]([O:30][C:31]([N:33]1[CH2:38][CH2:37][CH:36]([N:39]2[CH2:44][CH2:43][NH:42][CH2:41][CH2:40]2)[CH2:35][CH2:34]1)=[O:32])([CH3:29])([CH3:28])[CH3:27], predict the reaction product. The product is: [C:26]([O:30][C:31]([N:33]1[CH2:38][CH2:37][CH:36]([N:39]2[CH2:44][CH2:43][N:42]([C:19](=[O:20])[NH:8][C:5]3[CH:6]=[CH:7][C:2]([Br:1])=[C:3]([O:9][C:10]([F:12])([F:11])[F:13])[CH:4]=3)[CH2:41][CH2:40]2)[CH2:35][CH2:34]1)=[O:32])([CH3:29])([CH3:27])[CH3:28]. (2) Given the reactants [N:1]1[CH:6]=[CH:5][CH:4]=[C:3](B(O)O)[CH:2]=1.Br[C:11]1[CH:12]=[CH:13][C:14]2[O:18][CH:17]=[CH:16][C:15]=2[CH:19]=1.C(N(CC)CC)C, predict the reaction product. The product is: [O:18]1[C:14]2[CH:13]=[CH:12][C:11]([C:3]3[CH:2]=[N:1][CH:6]=[CH:5][CH:4]=3)=[CH:19][C:15]=2[CH:16]=[CH:17]1. (3) Given the reactants [CH:1]([N:4](CC)C(C)C)([CH3:3])[CH3:2].[C:10]([CH2:12][C:13]1([N:26]2[CH:30]=[C:29]([C:31]3[CH:36]=[CH:35][N:34]=[C:33]4[N:37](COCC[Si](C)(C)C)[CH:38]=[CH:39][C:32]=34)[CH:28]=[N:27]2)[CH2:16][N:15]([C:17]2[N:18]=[CH:19][C:20]([C:23]([OH:25])=O)=[N:21][CH:22]=2)[CH2:14]1)#[N:11].F[P-](F)(F)(F)(F)F.N1(O[P+](N(C)C)(N(C)C)N(C)C)C2C=CC=CC=2N=N1.CC(N)C.C([O-])(O)=O.[Na+].C(N)CN, predict the reaction product. The product is: [C:10]([CH2:12][C:13]1([N:26]2[CH:30]=[C:29]([C:31]3[CH:36]=[CH:35][N:34]=[C:33]4[NH:37][CH:38]=[CH:39][C:32]=34)[CH:28]=[N:27]2)[CH2:14][N:15]([C:17]2[N:18]=[CH:19][C:20]([C:23]([NH:4][CH:1]([CH3:3])[CH3:2])=[O:25])=[N:21][CH:22]=2)[CH2:16]1)#[N:11]. (4) Given the reactants O=[C:2]([CH3:11])[CH2:3][C:4]([O:6][C:7]([CH3:10])([CH3:9])[CH3:8])=[O:5].[CH3:12]OC(OC)N(C)C.C(N(CC)CC)C.Cl.[F:28][CH:29]([F:39])[O:30][C:31]1[CH:36]=[CH:35][C:34]([NH:37][NH2:38])=[CH:33][CH:32]=1, predict the reaction product. The product is: [F:28][CH:29]([F:39])[O:30][C:31]1[CH:32]=[CH:33][C:34]([N:37]2[C:2]([CH3:11])=[C:3]([C:4]([O:6][C:7]([CH3:10])([CH3:9])[CH3:8])=[O:5])[CH:12]=[N:38]2)=[CH:35][CH:36]=1. (5) Given the reactants C(O)=O.[NH2:4][CH2:5][CH2:6][C:7]1[CH:32]=[CH:31][C:10]([NH:11][CH:12]2[CH2:17][CH2:16][N:15]([C:18]([NH:20][CH2:21][CH2:22][C:23]3[CH:28]=[CH:27][CH:26]=[C:25]([O:29][CH3:30])[CH:24]=3)=[O:19])[CH2:14][CH2:13]2)=[CH:9][CH:8]=1.C([Si]([O:50][C:51]1[CH:56]=[CH:55][C:54]([O:57][CH2:58][CH:59]2[CH2:61][O:60]2)=[CH:53][CH:52]=1)(C1C=CC=CC=1)C1C=CC=CC=1)(C)(C)C, predict the reaction product. The product is: [CH3:30][O:29][C:25]1[CH:24]=[C:23]([CH2:22][CH2:21][NH:20][C:18]([N:15]2[CH2:14][CH2:13][CH:12]([NH:11][C:10]3[CH:9]=[CH:8][C:7]([CH2:6][CH2:5][NH:4][CH2:61][C@H:59]([OH:60])[CH2:58][O:57][C:54]4[CH:55]=[CH:56][C:51]([OH:50])=[CH:52][CH:53]=4)=[CH:32][CH:31]=3)[CH2:17][CH2:16]2)=[O:19])[CH:28]=[CH:27][CH:26]=1. (6) Given the reactants Br[C:2]1[CH:7]=[CH:6][C:5]([C@@H:8]([N:10]2[CH2:15][CH2:14][C@:13]([CH2:22][C:23]([OH:26])([CH3:25])[CH3:24])([C:16]3[CH:21]=[CH:20][CH:19]=[CH:18][CH:17]=3)[O:12][C:11]2=[O:27])[CH3:9])=[CH:4][CH:3]=1.[N:28]1[CH:33]=[CH:32][CH:31]=[CH:30][C:29]=1B(O)O, predict the reaction product. The product is: [OH:26][C:23]([CH3:25])([CH3:24])[CH2:22][C@@:13]1([C:16]2[CH:21]=[CH:20][CH:19]=[CH:18][CH:17]=2)[O:12][C:11](=[O:27])[N:10]([C@H:8]([C:5]2[CH:6]=[CH:7][C:2]([C:29]3[CH:30]=[CH:31][CH:32]=[CH:33][N:28]=3)=[CH:3][CH:4]=2)[CH3:9])[CH2:15][CH2:14]1. (7) Given the reactants Br[C:2]1[CH:3]=[C:4]([C:18]([C:20]2[CH:21]=[N:22][CH:23]=[CH:24][CH:25]=2)=[O:19])[CH:5]=[C:6]([O:8][CH2:9][C:10]2[CH:15]=[CH:14][C:13]([O:16][CH3:17])=[CH:12][CH:11]=2)[CH:7]=1.CC1(C)C(C)(C)OB([C:34]2[CH:42]=[CH:41][CH:40]=[C:39]3[C:35]=2[CH:36]=[CH:37][N:38]3[Si:43]([CH:50]([CH3:52])[CH3:51])([CH:47]([CH3:49])[CH3:48])[CH:44]([CH3:46])[CH3:45])O1.[O-]P([O-])([O-])=O.[K+].[K+].[K+], predict the reaction product. The product is: [CH3:17][O:16][C:13]1[CH:14]=[CH:15][C:10]([CH2:9][O:8][C:6]2[CH:5]=[C:4]([C:18]([C:20]3[CH:21]=[N:22][CH:23]=[CH:24][CH:25]=3)=[O:19])[CH:3]=[C:2]([C:34]3[CH:42]=[CH:41][CH:40]=[C:39]4[C:35]=3[CH:36]=[CH:37][N:38]4[Si:43]([CH:47]([CH3:49])[CH3:48])([CH:50]([CH3:52])[CH3:51])[CH:44]([CH3:45])[CH3:46])[CH:7]=2)=[CH:11][CH:12]=1.